This data is from Forward reaction prediction with 1.9M reactions from USPTO patents (1976-2016). The task is: Predict the product of the given reaction. (1) Given the reactants [CH:1]([C:3]1[CH:4]=[C:5]([CH:9]=[CH:10][CH:11]=1)[C:6]([OH:8])=[O:7])=O.[F:12][C:13]1[CH:14]=[C:15]([NH2:20])[C:16]([NH2:19])=[CH:17][CH:18]=1, predict the reaction product. The product is: [F:12][C:13]1[CH:18]=[CH:17][C:16]2[NH:19][C:1]([C:3]3[CH:4]=[C:5]([CH:9]=[CH:10][CH:11]=3)[C:6]([OH:8])=[O:7])=[N:20][C:15]=2[CH:14]=1. (2) The product is: [NH2:9][C@H:4]1[CH2:5][CH2:6][CH2:7][CH2:8][C@@H:3]1[CH2:2][OH:1]. Given the reactants [OH:1][CH2:2][C@H:3]1[CH2:8][CH2:7][CH2:6][CH2:5][C@@H:4]1[NH:9]C(=O)OC(C)(C)C.Cl, predict the reaction product.